This data is from Catalyst prediction with 721,799 reactions and 888 catalyst types from USPTO. The task is: Predict which catalyst facilitates the given reaction. (1) Product: [NH2:12][CH2:11][C:10]1[CH:13]=[CH:14][C:7]([O:6][C:5]2[CH:15]=[CH:16][C:2]([Cl:1])=[CH:3][C:4]=2[NH:17][C:18]2[C:27]3[C:22](=[N:23][C:24]([CH3:28])=[CH:25][CH:26]=3)[N:21]=[CH:20][CH:19]=2)=[CH:8][CH:9]=1. The catalyst class is: 1. Reactant: [Cl:1][C:2]1[CH:16]=[CH:15][C:5]([O:6][C:7]2[CH:14]=[CH:13][C:10]([C:11]#[N:12])=[CH:9][CH:8]=2)=[C:4]([NH:17][C:18]2[C:27]3[C:22](=[N:23][C:24]([CH3:28])=[CH:25][CH:26]=3)[N:21]=[CH:20][CH:19]=2)[CH:3]=1.[H-].[Al+3].[Li+].[H-].[H-].[H-]. (2) Reactant: [Cl:1][C:2]1[CH:7]=[CH:6][CH:5]=[CH:4][C:3]=1[N:8]1[C:12]([C:13]2[S:14][C:15]([C:18]3[CH:23]=[CH:22][CH:21]=[C:20]([S:24]([CH3:27])(=[O:26])=[O:25])[CH:19]=3)=[N:16][N:17]=2)=[CH:11][C:10]([C:28]([O:30]C)=[O:29])=[N:9]1.[OH-].[Li+]. Product: [Cl:1][C:2]1[CH:7]=[CH:6][CH:5]=[CH:4][C:3]=1[N:8]1[C:12]([C:13]2[S:14][C:15]([C:18]3[CH:23]=[CH:22][CH:21]=[C:20]([S:24]([CH3:27])(=[O:26])=[O:25])[CH:19]=3)=[N:16][N:17]=2)=[CH:11][C:10]([C:28]([OH:30])=[O:29])=[N:9]1. The catalyst class is: 20. (3) Reactant: [CH:1]1([CH2:7][C:8]([CH3:17])([C:14](=O)[CH3:15])[C:9](OCC)=[O:10])[CH2:6][CH2:5][CH2:4][CH2:3][CH2:2]1.[NH2:18][NH2:19]. Product: [CH:1]1([CH2:7][C:8]2([CH3:17])[C:9](=[O:10])[NH:19][N:18]=[C:14]2[CH3:15])[CH2:6][CH2:5][CH2:4][CH2:3][CH2:2]1. The catalyst class is: 14. (4) Reactant: [CH:1]1[C:10]2[C:5](=[CH:6][CH:7]=[CH:8][CH:9]=2)[CH:4]=[CH:3][C:2]=1[C:11]1[N:12]=[C:13]([NH:16][C:17]2[CH:26]=[CH:25][C:24]([N+:27]([O-:29])=[O:28])=[CH:23][C:18]=2[C:19]([O:21]C)=[O:20])[S:14][CH:15]=1.[OH-].[Li+]. Product: [CH:1]1[C:10]2[C:5](=[CH:6][CH:7]=[CH:8][CH:9]=2)[CH:4]=[CH:3][C:2]=1[C:11]1[N:12]=[C:13]([NH:16][C:17]2[CH:26]=[CH:25][C:24]([N+:27]([O-:29])=[O:28])=[CH:23][C:18]=2[C:19]([OH:21])=[O:20])[S:14][CH:15]=1. The catalyst class is: 30. (5) Reactant: [Cl:1][C:2]1[C:10]2[C:9]3[CH2:11][N:12]([CH2:21][C:22]([F:25])([F:24])[F:23])[C:13](=[O:20])[C@H:14]([CH2:16][C:17](O)=[O:18])[CH2:15][C:8]=3[CH:7]=[C:6]([Cl:26])[C:5]=2[NH:4][N:3]=1.C(N(CC)C(C)C)(C)C.CN(C(ON1N=NC2C=CC=CC1=2)=[N+](C)C)C.[B-](F)(F)(F)F.Cl.Cl.[NH:60]1[CH2:65][CH2:64][CH:63]([N:66]2[C:74]3[C:69](=[N:70][CH:71]=[CH:72][CH:73]=3)[NH:68][C:67]2=[O:75])[CH2:62][CH2:61]1. Product: [Cl:1][C:2]1[C:10]2[C:9]3[CH2:11][N:12]([CH2:21][C:22]([F:25])([F:23])[F:24])[C:13](=[O:20])[C@H:14]([CH2:16][C:17](=[O:18])[N:60]4[CH2:61][CH2:62][CH:63]([N:66]5[C:74]6[C:69](=[N:70][CH:71]=[CH:72][CH:73]=6)[NH:68][C:67]5=[O:75])[CH2:64][CH2:65]4)[CH2:15][C:8]=3[CH:7]=[C:6]([Cl:26])[C:5]=2[NH:4][N:3]=1. The catalyst class is: 9. (6) Reactant: C([NH:8][C@@H:9]1[C@@H:18]([OH:19])[CH2:17][CH2:16][C:11]2([O:15][CH2:14][CH2:13][O:12]2)[CH2:10]1)C1C=CC=CC=1. Product: [NH2:8][CH:9]1[CH:18]([OH:19])[CH2:17][CH2:16][C:11]2([O:12][CH2:13][CH2:14][O:15]2)[CH2:10]1. The catalyst class is: 19. (7) Reactant: [C:1]([C:3]1[CH:8]=[CH:7][CH:6]=[CH:5][C:4]=1[C:9]1[CH:14]=[CH:13][C:12]([CH2:15][N:16]2[C:24]3[C:19](=[CH:20][C:21]([C:25]([NH:27][CH:28]([C:31]4[CH:36]=[CH:35][CH:34]=[CH:33][CH:32]=4)[CH2:29][CH3:30])=[O:26])=[CH:22][CH:23]=3)[C:18]([CH3:37])=[C:17]2[CH3:38])=[CH:11][CH:10]=1)#[N:2].[Si]([N:43]=[N+:44]=[N-:45])(C)(C)C. Product: [NH:43]1[C:1]([C:3]2[CH:8]=[CH:7][CH:6]=[CH:5][C:4]=2[C:9]2[CH:10]=[CH:11][C:12]([CH2:15][N:16]3[C:24]4[C:19](=[CH:20][C:21]([C:25]([NH:27][CH:28]([C:31]5[CH:36]=[CH:35][CH:34]=[CH:33][CH:32]=5)[CH2:29][CH3:30])=[O:26])=[CH:22][CH:23]=4)[C:18]([CH3:37])=[C:17]3[CH3:38])=[CH:13][CH:14]=2)=[N:2][N:45]=[N:44]1. The catalyst class is: 11.